Dataset: Reaction yield outcomes from USPTO patents with 853,638 reactions. Task: Predict the reaction yield, written as a fraction of the theoretical maximum amount of product (1.0 means a 100% yield; for example, 0.34 means a 34% yield). (1) The reactants are C([Mg]Cl)CCC.C([Li])CCC.Br[C:13]1[CH:18]=[CH:17][C:16]([Br:19])=[CH:15][CH:14]=1.CN(C)[CH:22]=[O:23]. The catalyst is O1CCCC1.CCCCCC.C(O)(=O)C.C1(C)C=CC=CC=1. The product is [Br:19][C:16]1[CH:17]=[CH:18][C:13]([CH:22]=[O:23])=[CH:14][CH:15]=1. The yield is 0.810. (2) The product is [SH:8][CH2:9][CH2:10][NH:11][C:12]([C:14]1[CH-:18][CH:17]=[CH:16][CH:15]=1)=[O:13].[CH-:19]1[CH:23]=[CH:22][CH:21]=[CH:20]1.[Fe+2:24]. The catalyst is CO. The reactants are N1C=CC=CC=1S[S:8][CH2:9][CH2:10][NH:11][C:12]([C:14]1[CH-:15][CH:16]=[CH:17][CH:18]=1)=[O:13].[CH-:19]1[CH:23]=[CH:22][CH:21]=[CH:20]1.[Fe+2:24].C(S)[C@@H](O)[C@H](O)CS.CCN(CC)CC. The yield is 0.570. (3) The reactants are [CH3:1][C:2]1[NH:3][C:4](=[O:26])[C:5]([CH2:11][C:12]2[CH:17]=[CH:16][C:15]([C:18]3[C:19]([C:24]#[N:25])=[CH:20][CH:21]=[CH:22][CH:23]=3)=[CH:14][CH:13]=2)=[C:6]([CH2:8][CH2:9][CH3:10])[N:7]=1.N(C(N1CCCCC1)=O)=NC(N1CCCCC1)=O.C(P(CCCC)CCCC)CCC.[Si:58]([O:65][CH2:66][C:67]1[CH:68]=[CH:69][C:70]([CH2:73]O)=[N:71][CH:72]=1)([C:61]([CH3:64])([CH3:63])[CH3:62])([CH3:60])[CH3:59]. The catalyst is O1CCCC1. The product is [Si:58]([O:65][CH2:66][C:67]1[CH:68]=[CH:69][C:70]([CH2:73][N:3]2[C:4](=[O:26])[C:5]([CH2:11][C:12]3[CH:17]=[CH:16][C:15]([C:18]4[C:19]([C:24]#[N:25])=[CH:20][CH:21]=[CH:22][CH:23]=4)=[CH:14][CH:13]=3)=[C:6]([CH2:8][CH2:9][CH3:10])[N:7]=[C:2]2[CH3:1])=[N:71][CH:72]=1)([C:61]([CH3:64])([CH3:63])[CH3:62])([CH3:59])[CH3:60]. The yield is 0.490. (4) The reactants are Br[C:2]1[N:7]=[N:6][C:5]([NH2:8])=[N:4][C:3]=1[C:9]1[CH:14]=[CH:13][CH:12]=[CH:11][CH:10]=1.[C:15]1([OH:21])[CH:20]=[CH:19][CH:18]=[CH:17][CH:16]=1. No catalyst specified. The product is [O:21]([C:2]1[N:7]=[N:6][C:5]([NH2:8])=[N:4][C:3]=1[C:9]1[CH:14]=[CH:13][CH:12]=[CH:11][CH:10]=1)[C:15]1[CH:20]=[CH:19][CH:18]=[CH:17][CH:16]=1. The yield is 0.140. (5) The reactants are [CH2:1]([O:3][C:4](=[O:18])[C:5]1[CH:10]=[CH:9][C:8](/[CH:11]=[CH:12]/[C:13]2[O:14][CH:15]=[CH:16][CH:17]=2)=[CH:7][CH:6]=1)[CH3:2]. The catalyst is [C].[Pd].O1CCCC1. The product is [CH2:1]([O:3][C:4](=[O:18])[C:5]1[CH:10]=[CH:9][C:8]([CH2:11][CH2:12][CH:13]2[CH2:17][CH2:16][CH2:15][O:14]2)=[CH:7][CH:6]=1)[CH3:2]. The yield is 1.00.